From a dataset of Full USPTO retrosynthesis dataset with 1.9M reactions from patents (1976-2016). Predict the reactants needed to synthesize the given product. (1) Given the product [Br:3][C:4]1[CH:9]=[CH:8][C:7]([S:10][CH2:12][C:13]([OH:15])=[O:14])=[CH:6][CH:5]=1, predict the reactants needed to synthesize it. The reactants are: [OH-].[Na+].[Br:3][C:4]1[CH:9]=[CH:8][C:7]([SH:10])=[CH:6][CH:5]=1.Cl[CH2:12][C:13]([OH:15])=[O:14].Cl. (2) Given the product [OH:1][C:2]1[C:7](=[O:8])[NH:6][CH:5]=[CH:4][C:3]=1[C:9]([O:11][CH2:12][CH3:13])=[O:10], predict the reactants needed to synthesize it. The reactants are: [OH:1][C:2]1[C:7](=[O:8])[NH:6][CH2:5][CH2:4][C:3]=1[C:9]([O:11][CH2:12][CH3:13])=[O:10]. (3) Given the product [CH2:3]([O:5][C:6](=[O:17])[CH:7]([Br:1])[C:8](=[O:16])[C:9]1[CH:14]=[CH:13][CH:12]=[CH:11][C:10]=1[CH3:15])[CH3:4], predict the reactants needed to synthesize it. The reactants are: [Br:1]Br.[CH2:3]([O:5][C:6](=[O:17])[CH2:7][C:8](=[O:16])[C:9]1[CH:14]=[CH:13][CH:12]=[CH:11][C:10]=1[CH3:15])[CH3:4]. (4) Given the product [CH3:1][O:2][C:3]1[CH:12]=[CH:11][C:6](/[CH:7]=[CH:8]/[CH2:9][O:26][CH:24](/[CH:23]=[CH:22]/[CH:15]2[C:16]([CH3:21])([CH3:20])[CH2:17][CH2:18][CH:19]=[C:14]2[CH3:13])[CH3:25])=[CH:5][CH:4]=1, predict the reactants needed to synthesize it. The reactants are: [CH3:1][O:2][C:3]1[CH:12]=[CH:11][C:6](/[CH:7]=[CH:8]/[CH2:9]Br)=[CH:5][CH:4]=1.[CH3:13][C:14]1[CH:15](/[CH:22]=[CH:23]/[CH:24]([OH:26])[CH3:25])[C:16]([CH3:21])([CH3:20])[CH2:17][CH2:18][CH:19]=1.[H-].[Na+]. (5) Given the product [CH3:1][O:2][C:3]1[CH:4]=[C:5](/[CH:6]=[CH:18]/[C:19]#[N:20])[CH:8]=[CH:9][C:10]=1[O:11][CH3:12], predict the reactants needed to synthesize it. The reactants are: [CH3:1][O:2][C:3]1[CH:4]=[C:5]([CH:8]=[CH:9][C:10]=1[O:11][CH3:12])[CH:6]=O.CCOP(OCC)([CH2:18][C:19]#[N:20])=O.CC(C)([O-])C.[K+].O. (6) Given the product [Cl:17][C:10]1[C:11]([C:13]([F:16])([F:15])[F:14])=[CH:12][C:7]2[N:6]=[C:4]([C:3]3[CH:19]=[CH:20][N:21]=[CH:22][C:2]=3[Cl:1])[O:18][C:8]=2[CH:9]=1, predict the reactants needed to synthesize it. The reactants are: [Cl:1][C:2]1[CH:22]=[N:21][CH:20]=[CH:19][C:3]=1[C:4]([NH:6][C:7]1[CH:12]=[C:11]([C:13]([F:16])([F:15])[F:14])[C:10]([Cl:17])=[CH:9][C:8]=1[OH:18])=O.O1CCCC1.C1(P(C2C=CC=CC=2)C2C=CC=CC=2)C=CC=CC=1.N(C(OCC)=O)=NC(OCC)=O.